Predict the product of the given reaction. From a dataset of Forward reaction prediction with 1.9M reactions from USPTO patents (1976-2016). (1) Given the reactants FC(F)(F)C1C=C(NC(=O)NC2C=CC(C3SC(CCC(OC)=O)=NC=3)=CC=2)C=CC=1.[NH2:32][C:33]1[CH:38]=[CH:37][C:36]([C:39]2[S:43][C:42]([CH2:44][CH2:45][C:46]([CH3:52])([CH3:51])[C:47]([O:49][CH3:50])=[O:48])=[N:41][CH:40]=2)=[CH:35][CH:34]=1.[F:53][C:54]1[CH:59]=[C:58]([F:60])[CH:57]=[CH:56][C:55]=1[N:61]=[C:62]=[O:63], predict the reaction product. The product is: [F:53][C:54]1[CH:59]=[C:58]([F:60])[CH:57]=[CH:56][C:55]=1[NH:61][C:62](=[O:63])[NH:32][C:33]1[CH:34]=[CH:35][C:36]([C:39]2[S:43][C:42]([CH2:44][CH2:45][C:46]([CH3:52])([CH3:51])[C:47]([O:49][CH3:50])=[O:48])=[N:41][CH:40]=2)=[CH:37][CH:38]=1. (2) The product is: [CH2:1]([O:9][CH2:10][CH2:11][S:12][CH2:13][CH2:14][CH:15]=[O:16])[CH2:2][C:3]1[CH:8]=[CH:7][CH:6]=[CH:5][CH:4]=1. Given the reactants [CH2:1]([O:9][CH2:10][CH2:11][S:12][CH2:13][CH2:14][CH2:15][OH:16])[CH2:2][C:3]1[CH:8]=[CH:7][CH:6]=[CH:5][CH:4]=1.C(N(CC)CC)C, predict the reaction product.